Predict the reactants needed to synthesize the given product. From a dataset of Full USPTO retrosynthesis dataset with 1.9M reactions from patents (1976-2016). (1) Given the product [F:39][C:36]1([F:40])[CH2:37][CH2:38][CH:33]([C:31](=[O:32])[CH2:30][N:21]2[CH2:20][CH2:19][CH:18]([N:14]3[C:13]4[CH:24]=[C:9]([F:8])[C:10]([C:25]([NH:27][CH3:28])=[O:26])=[CH:11][C:12]=4[NH:16][C:15]3=[O:17])[CH2:23][CH2:22]2)[CH2:34][CH2:35]1, predict the reactants needed to synthesize it. The reactants are: FC(F)(F)C([O-])=O.[F:8][C:9]1[C:10]([C:25]([NH:27][CH3:28])=[O:26])=[CH:11][C:12]2[NH:16][C:15](=[O:17])[N:14]([CH:18]3[CH2:23][CH2:22][NH2+:21][CH2:20][CH2:19]3)[C:13]=2[CH:24]=1.Cl[CH2:30][C:31]([CH:33]1[CH2:38][CH2:37][C:36]([F:40])([F:39])[CH2:35][CH2:34]1)=[O:32]. (2) Given the product [C:17]1([C:15]2[O:14][N:13]=[C:2]([C:3]3[CH:4]=[C:5]([CH:10]=[CH:11][CH:12]=3)[C:6]([O:8][CH3:9])=[O:7])[CH:16]=2)[CH:22]=[CH:21][CH:20]=[CH:19][CH:18]=1, predict the reactants needed to synthesize it. The reactants are: Cl[C:2](=[N:13][OH:14])[C:3]1[CH:4]=[C:5]([CH:10]=[CH:11][CH:12]=1)[C:6]([O:8][CH3:9])=[O:7].[C:15]([C:17]1[CH:22]=[CH:21][CH:20]=[CH:19][CH:18]=1)#[CH:16].C(N(CC)CC)C.O. (3) Given the product [F:16][C:14]([F:15])([F:17])[C:13]1[CH:12]=[CH:11][N:10]=[C:9]2[NH:5][CH:6]=[CH:7][C:8]=12, predict the reactants needed to synthesize it. The reactants are: C([N:5]1[C:9]2=[N:10][CH:11]=[CH:12][C:13]([C:14]([F:17])([F:16])[F:15])=[C:8]2[C:7](C#N)=[CH:6]1)(C)(C)C.[OH-].[Na+].C(=O)(O)[O-].[Na+].